Dataset: Reaction yield outcomes from USPTO patents with 853,638 reactions. Task: Predict the reaction yield, written as a fraction of the theoretical maximum amount of product (1.0 means a 100% yield; for example, 0.34 means a 34% yield). (1) The reactants are Cl.[Cl:2][C:3]1[CH:8]=[CH:7][C:6]([N:9]2[CH2:15][CH:14]3[NH:16][CH:11]([CH2:12][CH2:13]3)[CH2:10]2)=[CH:5][CH:4]=1.C(N(CC)CC)C.[F:24][C:25]([F:39])([F:38])[C:26]([NH:28][CH2:29][CH2:30][CH2:31][CH2:32]OS(C)(=O)=O)=[O:27]. The catalyst is O1CCCC1.C(=O)(O)[O-].[Na+]. The product is [Cl:2][C:3]1[CH:8]=[CH:7][C:6]([N:9]2[CH2:10][CH:11]3[N:16]([CH2:32][CH2:31][CH2:30][CH2:29][NH:28][C:26](=[O:27])[C:25]([F:24])([F:38])[F:39])[CH:14]([CH2:13][CH2:12]3)[CH2:15]2)=[CH:5][CH:4]=1. The yield is 0.390. (2) The yield is 0.550. The catalyst is CN(C)C=O.C(OCC)(=O)C.O. The reactants are Cl[C:2]1[C:11]2[C:6](=[CH:7][CH:8]=[C:9]([C:12]([O:14][CH2:15][CH3:16])=[O:13])[CH:10]=2)[CH:5]=[CH:4][N:3]=1.[CH3:17][O:18][C:19]1[CH:26]=[CH:25][C:22]([CH2:23][NH2:24])=[CH:21][CH:20]=1.C(=O)([O-])[O-].[K+].[K+]. The product is [CH3:17][O:18][C:19]1[CH:26]=[CH:25][C:22]([CH2:23][NH:24][C:2]2[C:11]3[C:6](=[CH:7][CH:8]=[C:9]([C:12]([O:14][CH2:15][CH3:16])=[O:13])[CH:10]=3)[CH:5]=[CH:4][N:3]=2)=[CH:21][CH:20]=1.